The task is: Regression. Given two drug SMILES strings and cell line genomic features, predict the synergy score measuring deviation from expected non-interaction effect.. This data is from NCI-60 drug combinations with 297,098 pairs across 59 cell lines. (1) Drug 1: CCCS(=O)(=O)NC1=C(C(=C(C=C1)F)C(=O)C2=CNC3=C2C=C(C=N3)C4=CC=C(C=C4)Cl)F. Drug 2: CC1=CC2C(CCC3(C2CCC3(C(=O)C)OC(=O)C)C)C4(C1=CC(=O)CC4)C. Cell line: TK-10. Synergy scores: CSS=8.07, Synergy_ZIP=1.54, Synergy_Bliss=3.53, Synergy_Loewe=-7.02, Synergy_HSA=-0.817. (2) Drug 1: C1CCN(CC1)CCOC2=CC=C(C=C2)C(=O)C3=C(SC4=C3C=CC(=C4)O)C5=CC=C(C=C5)O. Synergy scores: CSS=45.3, Synergy_ZIP=9.90, Synergy_Bliss=9.57, Synergy_Loewe=-19.5, Synergy_HSA=6.68. Cell line: SF-268. Drug 2: CCC1(CC2CC(C3=C(CCN(C2)C1)C4=CC=CC=C4N3)(C5=C(C=C6C(=C5)C78CCN9C7C(C=CC9)(C(C(C8N6C)(C(=O)OC)O)OC(=O)C)CC)OC)C(=O)OC)O.OS(=O)(=O)O. (3) Drug 1: CC1OCC2C(O1)C(C(C(O2)OC3C4COC(=O)C4C(C5=CC6=C(C=C35)OCO6)C7=CC(=C(C(=C7)OC)O)OC)O)O. Drug 2: C1=C(C(=O)NC(=O)N1)F. Cell line: HCC-2998. Synergy scores: CSS=26.4, Synergy_ZIP=-14.7, Synergy_Bliss=-23.5, Synergy_Loewe=-17.7, Synergy_HSA=-17.1. (4) Drug 1: CC1C(C(CC(O1)OC2CC(OC(C2O)C)OC3=CC4=CC5=C(C(=O)C(C(C5)C(C(=O)C(C(C)O)O)OC)OC6CC(C(C(O6)C)O)OC7CC(C(C(O7)C)O)OC8CC(C(C(O8)C)O)(C)O)C(=C4C(=C3C)O)O)O)O. Drug 2: CCCCC(=O)OCC(=O)C1(CC(C2=C(C1)C(=C3C(=C2O)C(=O)C4=C(C3=O)C=CC=C4OC)O)OC5CC(C(C(O5)C)O)NC(=O)C(F)(F)F)O. Cell line: M14. Synergy scores: CSS=68.7, Synergy_ZIP=2.88, Synergy_Bliss=5.91, Synergy_Loewe=3.00, Synergy_HSA=4.93. (5) Drug 1: C#CCC(CC1=CN=C2C(=N1)C(=NC(=N2)N)N)C3=CC=C(C=C3)C(=O)NC(CCC(=O)O)C(=O)O. Drug 2: CC1C(C(CC(O1)OC2CC(CC3=C2C(=C4C(=C3O)C(=O)C5=C(C4=O)C(=CC=C5)OC)O)(C(=O)CO)O)N)O.Cl. Cell line: SR. Synergy scores: CSS=64.5, Synergy_ZIP=-7.28, Synergy_Bliss=-8.25, Synergy_Loewe=-2.48, Synergy_HSA=-0.875. (6) Drug 1: C1=CN(C=N1)CC(O)(P(=O)(O)O)P(=O)(O)O. Cell line: IGROV1. Drug 2: CS(=O)(=O)OCCCCOS(=O)(=O)C. Synergy scores: CSS=5.78, Synergy_ZIP=-2.73, Synergy_Bliss=-1.37, Synergy_Loewe=-1.19, Synergy_HSA=-1.11. (7) Drug 1: C1=CC=C(C(=C1)C(C2=CC=C(C=C2)Cl)C(Cl)Cl)Cl. Drug 2: COC1=C2C(=CC3=C1OC=C3)C=CC(=O)O2. Cell line: MALME-3M. Synergy scores: CSS=-0.372, Synergy_ZIP=-0.297, Synergy_Bliss=-3.40, Synergy_Loewe=-1.79, Synergy_HSA=-4.25. (8) Drug 1: CC1=C2C(C(=O)C3(C(CC4C(C3C(C(C2(C)C)(CC1OC(=O)C(C(C5=CC=CC=C5)NC(=O)OC(C)(C)C)O)O)OC(=O)C6=CC=CC=C6)(CO4)OC(=O)C)OC)C)OC. Drug 2: CCCCC(=O)OCC(=O)C1(CC(C2=C(C1)C(=C3C(=C2O)C(=O)C4=C(C3=O)C=CC=C4OC)O)OC5CC(C(C(O5)C)O)NC(=O)C(F)(F)F)O. Cell line: TK-10. Synergy scores: CSS=43.0, Synergy_ZIP=0.709, Synergy_Bliss=-0.246, Synergy_Loewe=-1.03, Synergy_HSA=0.582. (9) Drug 1: COC1=C(C=C2C(=C1)N=CN=C2NC3=CC(=C(C=C3)F)Cl)OCCCN4CCOCC4. Drug 2: C1CCC(C(C1)N)N.C(=O)(C(=O)[O-])[O-].[Pt+4]. Cell line: NCI-H460. Synergy scores: CSS=20.1, Synergy_ZIP=-5.50, Synergy_Bliss=-1.17, Synergy_Loewe=-0.233, Synergy_HSA=0.116. (10) Cell line: U251. Drug 1: CCC1=CC2CC(C3=C(CN(C2)C1)C4=CC=CC=C4N3)(C5=C(C=C6C(=C5)C78CCN9C7C(C=CC9)(C(C(C8N6C)(C(=O)OC)O)OC(=O)C)CC)OC)C(=O)OC.C(C(C(=O)O)O)(C(=O)O)O. Synergy scores: CSS=27.1, Synergy_ZIP=-0.480, Synergy_Bliss=0.874, Synergy_Loewe=-14.4, Synergy_HSA=1.72. Drug 2: CCCS(=O)(=O)NC1=C(C(=C(C=C1)F)C(=O)C2=CNC3=C2C=C(C=N3)C4=CC=C(C=C4)Cl)F.